Task: Predict which catalyst facilitates the given reaction.. Dataset: Catalyst prediction with 721,799 reactions and 888 catalyst types from USPTO Reactant: C[O:2][C:3]([C:5]1[C:9]([NH:10][C:11](=[O:34])[C:12]2[CH:17]=[CH:16][CH:15]=[C:14]([CH2:18][N:19]3[C:24](=[O:25])[CH:23]=[CH:22][C:21]([C:26]4[CH:27]=[N:28][CH:29]=[C:30]([CH2:32][NH2:33])[CH:31]=4)=[N:20]3)[CH:13]=2)=[CH:8][N:7]([CH3:35])[N:6]=1)=[O:4].O.[OH-].[Li+:38]. Product: [Li+:38].[NH2:33][CH2:32][C:30]1[CH:31]=[C:26]([C:21]2[CH:22]=[CH:23][C:24](=[O:25])[N:19]([CH2:18][C:14]3[CH:13]=[C:12]([CH:17]=[CH:16][CH:15]=3)[C:11]([NH:10][C:9]3[C:5]([C:3]([O-:4])=[O:2])=[N:6][N:7]([CH3:35])[CH:8]=3)=[O:34])[N:20]=2)[CH:27]=[N:28][CH:29]=1. The catalyst class is: 20.